Dataset: Forward reaction prediction with 1.9M reactions from USPTO patents (1976-2016). Task: Predict the product of the given reaction. (1) Given the reactants [CH3:1][O:2][C:3]1[CH:4]=[C:5]([CH:9]2[C:13]3[C:14]([CH3:28])=[C:15]([NH:20][C:21](=[O:27])[CH2:22][C:23]([CH3:26])([CH3:25])[CH3:24])[C:16]([CH3:19])=[C:17]([CH3:18])[C:12]=3[O:11][CH2:10]2)[CH:6]=[CH:7][CH:8]=1.[Cl-].[Al+3].[Cl-].[Cl-].[C:33](Cl)(=[O:35])[CH3:34].O, predict the reaction product. The product is: [C:33]([C:8]1[CH:7]=[CH:6][C:5]([CH:9]2[C:13]3[C:14]([CH3:28])=[C:15]([NH:20][C:21](=[O:27])[CH2:22][C:23]([CH3:24])([CH3:25])[CH3:26])[C:16]([CH3:19])=[C:17]([CH3:18])[C:12]=3[O:11][CH2:10]2)=[CH:4][C:3]=1[O:2][CH3:1])(=[O:35])[CH3:34]. (2) Given the reactants [NH2:1][C:2]1[CH:7]=[CH:6][CH:5]=[CH:4][CH:3]=1.S(=O)(=O)(O)O.[F:13][C:14](I)([F:16])[F:15].OO, predict the reaction product. The product is: [F:13][C:14]([F:16])([F:15])[C:3]1[CH:4]=[CH:5][CH:6]=[CH:7][C:2]=1[NH2:1].[F:13][C:14]([F:16])([F:15])[C:5]1[CH:6]=[CH:7][C:2]([NH2:1])=[CH:3][CH:4]=1.[F:13][C:14]([F:16])([F:15])[C:3]1[CH:4]=[C:5]([C:14]([F:16])([F:15])[F:13])[CH:6]=[CH:7][C:2]=1[NH2:1]. (3) Given the reactants C(OC([N:8]([CH:10]1[CH2:14][CH2:13][N:12]([S:15]([C:18]2[C:19]3[C:20]([Cl:29])=[CH:21][N:22]=[C:23]([Cl:28])[C:24]=3[CH:25]=[CH:26][CH:27]=2)(=[O:17])=[O:16])[CH2:11]1)[CH3:9])=O)(C)(C)C.C(OC([NH:37]C1CCN(S(C2C3C(Cl)=CN=C(Cl)C=3C=CC=2)(=O)=O)C1)=O)(C)(C)C, predict the reaction product. The product is: [NH2:37][C:23]1[C:24]2[CH:25]=[CH:26][CH:27]=[C:18]([S:15]([N:12]3[CH2:13][CH2:14][CH:10]([NH:8][CH3:9])[CH2:11]3)(=[O:17])=[O:16])[C:19]=2[C:20]([Cl:29])=[CH:21][N:22]=1.[ClH:28].